Predict the product of the given reaction. From a dataset of Forward reaction prediction with 1.9M reactions from USPTO patents (1976-2016). (1) Given the reactants [F:1][C:2]([F:19])([F:18])[C@@H:3]1[NH:9][CH2:8][C:7]2[CH:10]=[CH:11][C:12]([C:14]([O:16][CH3:17])=[O:15])=[CH:13][C:6]=2[O:5][CH2:4]1.CCN(CC)CC.[O:27]1[CH2:32][CH2:31][CH:30]([C:33](Cl)=[O:34])[CH2:29][CH2:28]1, predict the reaction product. The product is: [O:27]1[CH2:32][CH2:31][CH:30]([C:33]([N:9]2[CH2:8][C:7]3[CH:10]=[CH:11][C:12]([C:14]([O:16][CH3:17])=[O:15])=[CH:13][C:6]=3[O:5][CH2:4][C@@H:3]2[C:2]([F:1])([F:18])[F:19])=[O:34])[CH2:29][CH2:28]1. (2) Given the reactants [F:1][C:2]1[CH:3]=[C:4](B2OC(C)(C)C(C)(C)O2)[CH:5]=[C:6]2[C:11]=1[N:10]([CH3:12])[C:9](=[O:13])[CH2:8][CH2:7]2.Br[C:24]1[CH:25]=[C:26]([CH2:30][NH:31][S:32]([CH2:35][CH3:36])(=[O:34])=[O:33])[CH:27]=[N:28][CH:29]=1.C(=O)([O-])[O-].[Na+].[Na+], predict the reaction product. The product is: [F:1][C:2]1[CH:3]=[C:4]([C:24]2[CH:25]=[C:26]([CH2:30][NH:31][S:32]([CH2:35][CH3:36])(=[O:33])=[O:34])[CH:27]=[N:28][CH:29]=2)[CH:5]=[C:6]2[C:11]=1[N:10]([CH3:12])[C:9](=[O:13])[CH:8]=[CH:7]2. (3) Given the reactants [N:1]1([C:7]([N:9]2[CH2:14][CH:13]([C:15]3[CH:20]=[CH:19][C:18]([O:21][C:22]([F:25])([F:24])[F:23])=[CH:17][CH:16]=3)[CH2:12][CH:11]([C:26](O)=[O:27])[CH2:10]2)=[O:8])[CH2:6][CH2:5][S:4][CH2:3][CH2:2]1.[CH2:29]([O:31][CH2:32][CH2:33][C:34](=[NH:37])[NH:35]O)[CH3:30], predict the reaction product. The product is: [CH2:29]([O:31][CH2:32][CH2:33][C:34]1[N:37]=[C:26]([CH:11]2[CH2:12][CH:13]([C:15]3[CH:16]=[CH:17][C:18]([O:21][C:22]([F:23])([F:24])[F:25])=[CH:19][CH:20]=3)[CH2:14][N:9]([C:7]([N:1]3[CH2:6][CH2:5][S:4][CH2:3][CH2:2]3)=[O:8])[CH2:10]2)[O:27][N:35]=1)[CH3:30]. (4) The product is: [Cl:25][C:5]1[CH:6]=[CH:7][CH:8]=[C:9]2[C:4]=1[N:3]=[C:2]([CH:26]=[CH2:27])[C:11]([C@@H:12]([N:14]1[C:15](=[O:24])[C:16]3[C:21](=[CH:20][CH:19]=[CH:18][CH:17]=3)[C:22]1=[O:23])[CH3:13])=[CH:10]2. Given the reactants Cl[C:2]1[C:11]([C@@H:12]([N:14]2[C:22](=[O:23])[C:21]3[C:16](=[CH:17][CH:18]=[CH:19][CH:20]=3)[C:15]2=[O:24])[CH3:13])=[CH:10][C:9]2[C:4](=[C:5]([Cl:25])[CH:6]=[CH:7][CH:8]=2)[N:3]=1.[CH:26]([Sn](CCCC)(CCCC)CCCC)=[CH2:27], predict the reaction product. (5) Given the reactants C(Cl)(Cl)=O.[C:5]([Cl:19])(=[O:18])[C:6]1[C:7](=[CH:11][C:12](=[CH:16][CH:17]=1)[C:13]([Cl:15])=[O:14])[C:8]([Cl:10])=[O:9].C1(O)C=CC=CC=1.[C:27]([Cl:32])(=[O:31])[C:28](C)=[CH2:29].OC1C=CC(C(C2C=CC(O)=CC=2)(C)C)=CC=1.[OH-].[Na+].[H][H], predict the reaction product. The product is: [C:5]([Cl:19])(=[O:18])[C:6]1[C:7](=[CH:11][C:12](=[CH:16][CH:17]=1)[C:13]([Cl:15])=[O:14])[C:8]([Cl:10])=[O:9].[C:27]([Cl:32])(=[O:31])[CH:28]=[CH2:29].